From a dataset of Peptide-MHC class II binding affinity with 134,281 pairs from IEDB. Regression. Given a peptide amino acid sequence and an MHC pseudo amino acid sequence, predict their binding affinity value. This is MHC class II binding data. (1) The peptide sequence is GNEPMYAQVRKPKSR. The MHC is DRB1_1302 with pseudo-sequence DRB1_1302. The binding affinity (normalized) is 0.0739. (2) The peptide sequence is SQDLELSWNLNGLQWY. The MHC is HLA-DQA10301-DQB10302 with pseudo-sequence HLA-DQA10301-DQB10302. The binding affinity (normalized) is 0.313. (3) The peptide sequence is NIKYTRPGDSLAEVE. The MHC is DRB1_1101 with pseudo-sequence DRB1_1101. The binding affinity (normalized) is 0.456. (4) The peptide sequence is DTPYLDITYHFVMQRLPL. The MHC is DRB1_0101 with pseudo-sequence DRB1_0101. The binding affinity (normalized) is 0.598. (5) The peptide sequence is WAQDLTLPWQSGSGG. The MHC is DRB1_0802 with pseudo-sequence DRB1_0802. The binding affinity (normalized) is 0.177.